This data is from Reaction yield outcomes from USPTO patents with 853,638 reactions. The task is: Predict the reaction yield, written as a fraction of the theoretical maximum amount of product (1.0 means a 100% yield; for example, 0.34 means a 34% yield). (1) The catalyst is CO. The product is [CH2:1]([O:8][CH2:9][C@@H:10]([OH:11])[CH2:14][OH:13])[C:2]1[CH:7]=[CH:6][CH:5]=[CH:4][CH:3]=1. The yield is 0.930. The reactants are [CH2:1]([O:8][CH2:9][C@@H:10]1[CH2:14][O:13]C(C)(C)[O:11]1)[C:2]1[CH:7]=[CH:6][CH:5]=[CH:4][CH:3]=1.Cl.C(=O)(O)[O-].[Na+]. (2) The reactants are [N:1]1[CH:6]=[CH:5][CH:4]=[C:3]([NH:7][C:8](=[O:14])[O:9][C:10]([CH3:13])([CH3:12])[CH3:11])[CH:2]=1.C([Li])(C)(C)C.N1([CH:26]=[O:27])CCCCC1. The catalyst is C1COCC1.CCCCC. The product is [CH:26]([C:4]1[CH:5]=[CH:6][N:1]=[CH:2][C:3]=1[NH:7][C:8](=[O:14])[O:9][C:10]([CH3:11])([CH3:13])[CH3:12])=[O:27]. The yield is 0.600. (3) The reactants are C1C=CC(P(C2C(C3C(P(C4C=CC=CC=4)C4C=CC=CC=4)=CC=C4C=3C=CC=C4)=C3C(C=CC=C3)=CC=2)C2C=CC=CC=2)=CC=1.[N:47]12[CH2:55][CH2:54][CH:51]([CH2:52][CH2:53]1)[NH:50][CH2:49][CH2:48]2.Br[C:57]1[CH:58]=[CH:59][C:60]2[C:64]3[CH:65]=[CH:66][CH:67]=[C:68]([F:69])[C:63]=3[S:62](=[O:71])(=[O:70])[C:61]=2[CH:72]=1.C([O-])([O-])=O.[Cs+].[Cs+]. The catalyst is C1(C)C=CC=CC=1.C1C=CC(/C=C/C(/C=C/C2C=CC=CC=2)=O)=CC=1.C1C=CC(/C=C/C(/C=C/C2C=CC=CC=2)=O)=CC=1.C1C=CC(/C=C/C(/C=C/C2C=CC=CC=2)=O)=CC=1.[Pd].[Pd]. The product is [N:47]12[CH2:55][CH2:54][CH:51]([CH2:52][CH2:53]1)[N:50]([C:57]1[CH:58]=[CH:59][C:60]3[C:64]4[CH:65]=[CH:66][CH:67]=[C:68]([F:69])[C:63]=4[S:62](=[O:71])(=[O:70])[C:61]=3[CH:72]=1)[CH2:49][CH2:48]2. The yield is 0.400. (4) The reactants are [N+:1]([C:4]1[CH:10]=[CH:9][C:7]([NH2:8])=[CH:6][CH:5]=1)([O-:3])=[O:2].FC(F)(F)C(O)=O.C=CC1C=CC=CC=1.C=O.[N+](C1[CH:38]=[C:39]2[C:38]3=[C:39]([CH:41]([C:44]4[CH:49]=[CH:48][CH:47]=[CH:46][CH:45]=4)[CH2:42]CN3C[CH2:42][CH:41]2[C:44]2[CH:49]=[CH:48][CH:47]=[CH:46][CH:45]=2)C=1)([O-])=O.[C:56]1([CH:62]2[C:71]3C4=[C:71]([CH:62]([C:56]5[CH:61]=[CH:60][CH:59]=[CH:58][CH:57]=5)[CH2:63][CH2:64]N4[CH2:64][CH2:63]2)C=C(N)C=3)[CH:61]=[CH:60][CH:59]=[CH:58][CH:57]=1. The catalyst is C(#N)C. The product is [CH3:42][C:41]1([C:44]2[CH:49]=[CH:48][CH:47]=[CH:46][CH:45]=2)[C:9]2[C:7]3=[C:6]([C:62]([CH3:71])([C:56]4[CH:61]=[CH:60][CH:59]=[CH:58][CH:57]=4)[CH2:63][CH2:64][N:8]3[CH2:38][CH2:39]1)[CH:5]=[C:4]([N+:1]([O-:3])=[O:2])[CH:10]=2. The yield is 0.590. (5) The reactants are F[C:2]1[CH:3]=[CH:4][C:5]([N+:14]([O-:16])=[O:15])=[C:6]([N:8]2[CH2:13][CH2:12][CH2:11][CH2:10][CH2:9]2)[CH:7]=1.[CH3:17][N:18]1[CH2:23][CH2:22][NH:21][CH2:20][CH2:19]1. The catalyst is CCOC(C)=O. The product is [CH3:17][N:18]1[CH2:23][CH2:22][N:21]([C:2]2[CH:3]=[CH:4][C:5]([N+:14]([O-:16])=[O:15])=[C:6]([N:8]3[CH2:13][CH2:12][CH2:11][CH2:10][CH2:9]3)[CH:7]=2)[CH2:20][CH2:19]1. The yield is 0.880. (6) The reactants are [CH2:1]([N:4]1[CH2:13][CH:12]2[C:14]3[CH:15]=[CH:16][C:17]([O:23][CH3:24])=[C:18]([O:21][CH3:22])[C:19]=3[O:20][C:10]3[C:11]2=[C:6]([CH:7]=[CH:8][CH:9]=3)[CH2:5]1)[CH:2]=[CH2:3]. The catalyst is C(O)C.[Pd]. The product is [CH2:1]([N:4]1[CH2:13][CH:12]2[C:14]3[CH:15]=[CH:16][C:17]([O:23][CH3:24])=[C:18]([O:21][CH3:22])[C:19]=3[O:20][C:10]3[C:11]2=[C:6]([CH:7]=[CH:8][CH:9]=3)[CH2:5]1)[CH2:2][CH3:3]. The yield is 0.910.